From a dataset of Human liver microsome stability data. Regression/Classification. Given a drug SMILES string, predict its absorption, distribution, metabolism, or excretion properties. Task type varies by dataset: regression for continuous measurements (e.g., permeability, clearance, half-life) or binary classification for categorical outcomes (e.g., BBB penetration, CYP inhibition). Dataset: hlm. The drug is COc1cc(NC(=O)[C@H](Cc2c[nH]c3ccccc23)NC(=O)C2CCCCC2)ccn1. The result is 1 (stable in human liver microsomes).